Dataset: Reaction yield outcomes from USPTO patents with 853,638 reactions. Task: Predict the reaction yield, written as a fraction of the theoretical maximum amount of product (1.0 means a 100% yield; for example, 0.34 means a 34% yield). (1) The reactants are [Br:1][C:2]1[CH:3]=[C:4]([NH:10][C:11]2[N:16]=[CH:15][C:14]([N:17]3[CH2:22][CH2:21][N:20](C(OC(C)(C)C)=O)[CH2:19][C:18]3([CH3:31])[CH3:30])=[CH:13][CH:12]=2)[C:5](=[O:9])[N:6]([CH3:8])[CH:7]=1.Cl. The catalyst is ClCCl.C(OCC)C. The product is [Br:1][C:2]1[CH:3]=[C:4]([NH:10][C:11]2[CH:12]=[CH:13][C:14]([N:17]3[CH2:22][CH2:21][NH:20][CH2:19][C:18]3([CH3:31])[CH3:30])=[CH:15][N:16]=2)[C:5](=[O:9])[N:6]([CH3:8])[CH:7]=1. The yield is 0.950. (2) The reactants are [Si:1]([O:8][CH2:9][C:10]1[CH:11]=[CH:12][C:13]([NH:16][C:17](=[O:25])OC2C=CC=CC=2)=[N:14][CH:15]=1)([C:4]([CH3:7])([CH3:6])[CH3:5])([CH3:3])[CH3:2].[C:26]([C:30]1[CH:34]=[C:33]([CH2:35][NH2:36])[N:32]([C:37]2[CH:42]=[CH:41][CH:40]=[C:39]([Cl:43])[CH:38]=2)[N:31]=1)([CH3:29])([CH3:28])[CH3:27]. The yield is 0.860. The product is [C:26]([C:30]1[CH:34]=[C:33]([CH2:35][NH:36][C:17]([NH:16][C:13]2[CH:12]=[CH:11][C:10]([CH2:9][O:8][Si:1]([C:4]([CH3:5])([CH3:6])[CH3:7])([CH3:2])[CH3:3])=[CH:15][N:14]=2)=[O:25])[N:32]([C:37]2[CH:42]=[CH:41][CH:40]=[C:39]([Cl:43])[CH:38]=2)[N:31]=1)([CH3:29])([CH3:27])[CH3:28]. The catalyst is C(#N)C.CN(C)C1C=CN=CC=1.C(OCC)(=O)C. (3) The reactants are [H-].[H-].[H-].[H-].[Li+].[Al+3].[N:7]1[C:11]2[CH:12]=[CH:13][C:14]([C:16](O)=[O:17])=[CH:15][C:10]=2[NH:9][CH:8]=1. The catalyst is C1COCC1.C(Cl)Cl.CO.[O-2].[Mn+4].[O-2]. The product is [NH:7]1[C:11]2[CH:12]=[CH:13][C:14]([CH:16]=[O:17])=[CH:15][C:10]=2[N:9]=[CH:8]1. The yield is 0.600.